Predict the reactants needed to synthesize the given product. From a dataset of Full USPTO retrosynthesis dataset with 1.9M reactions from patents (1976-2016). Given the product [CH2:1]([N:19]1[CH:22]=[CH:21][C:20](=[O:24])[O:23][CH2:25]1)[CH2:2][CH2:3][CH2:4][CH2:5][CH2:6][CH2:7][CH2:8][CH:9]=[CH:10][CH2:11][CH2:12][CH2:13][CH2:14][CH2:15][CH2:16][CH2:17][CH3:18], predict the reactants needed to synthesize it. The reactants are: [CH2:1]([NH2:19])[CH2:2][CH2:3][CH2:4][CH2:5][CH2:6][CH2:7][CH2:8]/[CH:9]=[CH:10]\[CH2:11][CH2:12][CH2:13][CH2:14][CH2:15][CH2:16][CH2:17][CH3:18].[C:20]([OH:24])(=[O:23])[CH:21]=[CH2:22].[CH2:25]=O.